This data is from NCI-60 drug combinations with 297,098 pairs across 59 cell lines. The task is: Regression. Given two drug SMILES strings and cell line genomic features, predict the synergy score measuring deviation from expected non-interaction effect. Drug 1: CN1CCC(CC1)COC2=C(C=C3C(=C2)N=CN=C3NC4=C(C=C(C=C4)Br)F)OC. Drug 2: CC1C(C(CC(O1)OC2CC(CC3=C2C(=C4C(=C3O)C(=O)C5=C(C4=O)C(=CC=C5)OC)O)(C(=O)C)O)N)O.Cl. Cell line: NCI-H460. Synergy scores: CSS=45.0, Synergy_ZIP=7.60, Synergy_Bliss=8.04, Synergy_Loewe=8.41, Synergy_HSA=9.02.